Dataset: Peptide-MHC class II binding affinity with 134,281 pairs from IEDB. Task: Regression. Given a peptide amino acid sequence and an MHC pseudo amino acid sequence, predict their binding affinity value. This is MHC class II binding data. (1) The peptide sequence is FNDIIHSIINMDADV. The binding affinity (normalized) is 0.162. The MHC is HLA-DQA10501-DQB10301 with pseudo-sequence HLA-DQA10501-DQB10301. (2) The peptide sequence is TGSDGKTTWCSQTDY. The MHC is DRB3_0101 with pseudo-sequence DRB3_0101. The binding affinity (normalized) is 0.0212. (3) The peptide sequence is YDKFLANVSTELTGK. The MHC is DRB1_1001 with pseudo-sequence DRB1_1001. The binding affinity (normalized) is 0.591. (4) The peptide sequence is YAIGGSSNPTILSEG. The MHC is HLA-DQA10102-DQB10602 with pseudo-sequence HLA-DQA10102-DQB10602. The binding affinity (normalized) is 0.470. (5) The peptide sequence is INEPTAAAIAEGLDR. The MHC is HLA-DQA10501-DQB10301 with pseudo-sequence HLA-DQA10501-DQB10301. The binding affinity (normalized) is 0.739. (6) The peptide sequence is AAYKLAYKTAEGATP. The MHC is DRB1_0802 with pseudo-sequence DRB1_0802. The binding affinity (normalized) is 0.387. (7) The peptide sequence is NAGFKAALAAAAGVP. The MHC is DRB5_0101 with pseudo-sequence DRB5_0101. The binding affinity (normalized) is 0.832. (8) The peptide sequence is TATSASAGWDTVLQS. The MHC is DRB3_0101 with pseudo-sequence DRB3_0101. The binding affinity (normalized) is 0.189.